This data is from Full USPTO retrosynthesis dataset with 1.9M reactions from patents (1976-2016). The task is: Predict the reactants needed to synthesize the given product. (1) Given the product [I:1][C:2]1[CH:9]=[CH:8][C:5]([CH2:6][NH:7][S:20]([C:11]2[CH:12]=[CH:13][C:14]3[C:19](=[CH:18][CH:17]=[CH:16][CH:15]=3)[CH:10]=2)(=[O:22])=[O:21])=[CH:4][CH:3]=1, predict the reactants needed to synthesize it. The reactants are: [I:1][C:2]1[CH:9]=[CH:8][C:5]([CH2:6][NH2:7])=[CH:4][CH:3]=1.[CH:10]1[C:19]2[C:14](=[CH:15][CH:16]=[CH:17][CH:18]=2)[CH:13]=[CH:12][C:11]=1[S:20](Cl)(=[O:22])=[O:21]. (2) Given the product [Cl:13][C:14]1[N:19]=[CH:18][C:17]([C:20]([N:4]([O:3][CH3:2])[CH3:5])=[O:21])=[CH:16][CH:15]=1, predict the reactants needed to synthesize it. The reactants are: Cl.[CH3:2][O:3][NH:4][CH3:5].C(N(CC)CC)C.[Cl:13][C:14]1[N:19]=[CH:18][C:17]([C:20](Cl)=[O:21])=[CH:16][CH:15]=1. (3) Given the product [ClH:31].[CH2:1]([O:3][C:4]1[C:12]([O:13][CH3:14])=[CH:11][CH:10]=[CH:9][C:5]=1[CH2:6][N:16]([CH3:15])[C:53](=[O:55])/[CH:52]=[CH:51]/[C:48]1[CH:49]=[N:50][C:44]2[NH:43][C:42](=[O:56])[N:41]([CH2:40][CH2:39][CH2:38][N:32]3[CH2:37][CH2:36][O:35][CH2:34][CH2:33]3)[CH2:46][C:45]=2[CH:47]=1)[CH3:2], predict the reactants needed to synthesize it. The reactants are: [CH2:1]([O:3][C:4]1[C:12]([O:13][CH3:14])=[CH:11][CH:10]=[CH:9][C:5]=1[CH2:6]CN)[CH3:2].[CH3:15][NH:16]CC1C=CC2C(=CC=CC=2)C=1CCC.[ClH:31].[N:32]1([CH2:38][CH2:39][CH2:40][N:41]2[CH2:46][C:45]3[CH:47]=[C:48](/[CH:51]=[CH:52]/[C:53]([OH:55])=O)[CH:49]=[N:50][C:44]=3[NH:43][C:42]2=[O:56])[CH2:37][CH2:36][O:35][CH2:34][CH2:33]1. (4) Given the product [CH2:1]([O:3][C:4]1[C:11]2[O:12][C:14]([CH3:16])([CH3:15])[CH2:13][C:10]=2[CH:9]=[C:6]([CH:7]=[O:8])[CH:5]=1)[CH3:2], predict the reactants needed to synthesize it. The reactants are: [CH2:1]([O:3][C:4]1[CH:5]=[C:6]([CH:9]=[C:10]([CH2:13][C:14]([CH3:16])=[CH2:15])[C:11]=1[OH:12])[CH:7]=[O:8])[CH3:2]. (5) The reactants are: [NH2:1][C:2]1[CH:3]=[CH:4][C:5]([N+:11]([O-:13])=[O:12])=[C:6]([CH:10]=1)[C:7]([OH:9])=[O:8].[CH2:14](OC(=O)C1C=C(N2CCCCC2)C=CC=1N)C.S(Cl)(Cl)=O. Given the product [CH3:14][O:8][C:7](=[O:9])[C:6]1[CH:10]=[C:2]([NH2:1])[CH:3]=[CH:4][C:5]=1[N+:11]([O-:13])=[O:12], predict the reactants needed to synthesize it. (6) Given the product [NH2:24][C:21]1[S:22][CH:23]=[C:19]([CH2:18][C:17]([NH:16][C:10]2[C:9]3[C:13](=[CH:14][CH:15]=[C:7]([N:3]4[CH2:4][CH2:5][CH2:6][S:2]4(=[O:33])=[O:1])[CH:8]=3)[NH:12][N:11]=2)=[O:32])[N:20]=1, predict the reactants needed to synthesize it. The reactants are: [O:1]=[S:2]1(=[O:33])[CH2:6][CH2:5][CH2:4][N:3]1[C:7]1[CH:8]=[C:9]2[C:13](=[CH:14][CH:15]=1)[NH:12][N:11]=[C:10]2[NH:16][C:17](=[O:32])[CH2:18][C:19]1[N:20]=[C:21]([NH:24]C(=O)OC(C)(C)C)[S:22][CH:23]=1.FC(F)(F)C(O)=O.